Task: Predict the reactants needed to synthesize the given product.. Dataset: Full USPTO retrosynthesis dataset with 1.9M reactions from patents (1976-2016) (1) The reactants are: [Cl:1][C:2]1[CH:7]=[CH:6][C:5]([C:8]([N:14]2[C:22]3[C:17](=[C:18]([NH:23]S(C)(=O)=O)[CH:19]=[CH:20][CH:21]=3)[CH:16]=[CH:15]2)([CH2:12][CH3:13])[CH2:9][C:10]#[N:11])=[CH:4][CH:3]=1. Given the product [NH2:23][C:18]1[CH:19]=[CH:20][CH:21]=[C:22]2[C:17]=1[CH:16]=[CH:15][N:14]2[C:8]([C:5]1[CH:4]=[CH:3][C:2]([Cl:1])=[CH:7][CH:6]=1)([CH2:12][CH3:13])[CH2:9][C:10]#[N:11], predict the reactants needed to synthesize it. (2) The reactants are: [Cl:1][C:2]1[C:7](Cl)=C[CH:5]=[CH:4][C:3]=1[C:9]([N:11]1[CH2:16][CH2:15][NH:14][C:13](=O)[CH2:12]1)=[O:10].[F:18][B-](F)(F)F.C[O+](C)C.[S:27]1[CH:31]=[CH:30][N:29]=[C:28]1[C:32]([NH:34][NH2:35])=O.C(O)CCC.Cl[CH2:42][Cl:43]. Given the product [Cl:1][C:2]1[C:7]([F:18])=[C:42]([Cl:43])[CH:5]=[CH:4][C:3]=1[C:9]([N:11]1[CH2:16][CH2:15][N:14]2[C:32]([C:28]3[S:27][CH:31]=[CH:30][N:29]=3)=[N:34][N:35]=[C:13]2[CH2:12]1)=[O:10], predict the reactants needed to synthesize it. (3) Given the product [CH2:5]([O:1][C:2]1[CH:3]=[C:4]2[C:9](=[CH:10][CH:11]=1)[C:8](=[O:12])[CH2:7][CH2:6][CH2:5]2)[C:4]1[CH:9]=[CH:10][CH:11]=[CH:2][CH:3]=1, predict the reactants needed to synthesize it. The reactants are: [OH:1][C:2]1[CH:3]=[C:4]2[C:9](=[CH:10][CH:11]=1)[C:8](=[O:12])[CH2:7][CH2:6][CH2:5]2.C(=O)([O-])[O-].[K+].[K+]. (4) Given the product [F:1][C:2]([F:29])([F:28])[C:3]1[CH:4]=[C:5]([C:13]([CH3:27])([CH3:26])[C:14]([N:16]([C:18]2[CH:19]=[N:20][C:21]([Cl:25])=[CH:22][C:23]=2[C:34]2[C:33]([CH3:40])=[N:32][C:31]([F:30])=[CH:36][CH:35]=2)[CH3:17])=[O:15])[CH:6]=[C:7]([C:9]([F:12])([F:11])[F:10])[CH:8]=1, predict the reactants needed to synthesize it. The reactants are: [F:1][C:2]([F:29])([F:28])[C:3]1[CH:4]=[C:5]([C:13]([CH3:27])([CH3:26])[C:14]([N:16]([C:18]2[CH:19]=[N:20][C:21]([Cl:25])=[CH:22][C:23]=2I)[CH3:17])=[O:15])[CH:6]=[C:7]([C:9]([F:12])([F:11])[F:10])[CH:8]=1.[F:30][CH:31]1[CH2:36][CH2:35][CH:34](B(O)O)[CH:33]([CH3:40])[NH:32]1.C(=O)([O-])[O-].[Na+].[Na+]. (5) The reactants are: [Br:1]/[CH:2]=[CH:3]\[CH2:4][O:5][C:6]1[CH:13]=[CH:12][C:9]([CH:10]=O)=[CH:8][CH:7]=1.[CH3:14][C:15]1[C:21]([N+:22]([O-:24])=[O:23])=[CH:20][CH:19]=[CH:18][C:16]=1[NH2:17]. Given the product [Br:1]/[CH:2]=[CH:3]\[CH2:4][O:5][C:6]1[CH:13]=[CH:12][C:9]([CH2:10][NH:17][C:16]2[CH:18]=[CH:19][CH:20]=[C:21]([N+:22]([O-:24])=[O:23])[C:15]=2[CH3:14])=[CH:8][CH:7]=1, predict the reactants needed to synthesize it. (6) Given the product [Br:1][C:2]1[N:7]=[CH:6][C:5]2[C:8]([I:11])=[N:9][N:10]([CH:15]([CH3:17])[CH3:16])[C:4]=2[CH:3]=1, predict the reactants needed to synthesize it. The reactants are: [Br:1][C:2]1[N:7]=[CH:6][C:5]2[C:8]([I:11])=[N:9][NH:10][C:4]=2[CH:3]=1.[H-].[Na+].I[CH:15]([CH3:17])[CH3:16]. (7) Given the product [Br:14][C:15]1[CH:16]=[C:17]([C:28]([F:30])([F:31])[F:29])[C:18]2[N:19]([C:21]([Cl:27])=[C:22]([C:24]([N:2]3[CH2:3][CH2:4][CH:5]([N:8]4[CH2:12][CH2:11][CH2:10][C:9]4=[O:13])[CH2:6][CH2:7]3)=[O:25])[N:23]=2)[CH:20]=1, predict the reactants needed to synthesize it. The reactants are: Cl.[NH:2]1[CH2:7][CH2:6][CH:5]([N:8]2[CH2:12][CH2:11][CH2:10][C:9]2=[O:13])[CH2:4][CH2:3]1.[Br:14][C:15]1[CH:16]=[C:17]([C:28]([F:31])([F:30])[F:29])[C:18]2[N:19]([C:21]([Cl:27])=[C:22]([C:24](O)=[O:25])[N:23]=2)[CH:20]=1.CCN(C(C)C)C(C)C.CN(C(ON1N=NC2C=CC=NC1=2)=[N+](C)C)C.F[P-](F)(F)(F)(F)F. (8) The reactants are: [Cl:1][C:2]1[C:10]2[N:9]=[C:8]([NH:11][C:12]3[CH:13]=[N:14][C:15]([N:19]4[CH2:23][CH2:22][CH2:21][CH2:20]4)=[CH:16][C:17]=3[CH3:18])[N:7]([CH2:24][CH2:25][CH2:26][CH2:27]O)[C:6]=2[C:5]([CH:29]([CH2:32][CH3:33])[CH2:30][CH3:31])=[CH:4][CH:3]=1.CS(Cl)(=O)=O.C(=O)(O)[O-].[Na+].C(=O)([O-])[O-].[K+].[K+]. Given the product [Cl:1][C:2]1[C:10]2[N:9]=[C:8]3[N:11]([C:12]4[CH:13]=[N:14][C:15]([N:19]5[CH2:23][CH2:22][CH2:21][CH2:20]5)=[CH:16][C:17]=4[CH3:18])[CH2:27][CH2:26][CH2:25][CH2:24][N:7]3[C:6]=2[C:5]([CH:29]([CH2:32][CH3:33])[CH2:30][CH3:31])=[CH:4][CH:3]=1, predict the reactants needed to synthesize it.